Predict the product of the given reaction. From a dataset of Forward reaction prediction with 1.9M reactions from USPTO patents (1976-2016). (1) The product is: [NH2:11][C:3]1[C:4]2[CH:9]=[CH:8][C:7]([NH:10][C:33](=[O:34])[C@@H:32]([C@@:27]3([CH3:31])[O:28][CH2:29][CH2:30][N:25]([C:22]4[CH:23]=[CH:24][N:20]([C:18]5[CH:17]=[CH:16][N:15]=[C:14]([C:12]#[N:13])[CH:19]=5)[N:21]=4)[C:26]3=[O:37])[OH:36])=[CH:6][C:5]=2[O:1][N:2]=1. Given the reactants [O:1]1[C:5]2[CH:6]=[C:7]([NH2:10])[CH:8]=[CH:9][C:4]=2[C:3]([NH2:11])=[N:2]1.[C:12]([C:14]1[CH:19]=[C:18]([N:20]2[CH:24]=[CH:23][C:22]([N:25]3[CH2:30][CH2:29][O:28][C@@:27]([C@@H:32]([OH:36])[C:33](O)=[O:34])([CH3:31])[C:26]3=[O:37])=[N:21]2)[CH:17]=[CH:16][N:15]=1)#[N:13].C(Cl)CCl.C1C(C(F)(F)F)=CC([N+]([O-])=O)=C(C(O)=O)C=1, predict the reaction product. (2) Given the reactants [CH:1]1([CH2:7][O:8][C:9]2[C:10]3[N:11]([C:15]([C:19]([NH:21][CH2:22][CH2:23][CH2:24][CH2:25][CH2:26][CH2:27][CH2:28][C:29]([O:31]C)=[O:30])=[O:20])=[C:16]([CH3:18])[N:17]=3)[CH:12]=[CH:13][CH:14]=2)[CH2:6][CH2:5][CH2:4][CH2:3][CH2:2]1.[OH-].[Li+].O.Cl, predict the reaction product. The product is: [CH:1]1([CH2:7][O:8][C:9]2[C:10]3[N:11]([C:15]([C:19]([NH:21][CH2:22][CH2:23][CH2:24][CH2:25][CH2:26][CH2:27][CH2:28][C:29]([OH:31])=[O:30])=[O:20])=[C:16]([CH3:18])[N:17]=3)[CH:12]=[CH:13][CH:14]=2)[CH2:2][CH2:3][CH2:4][CH2:5][CH2:6]1. (3) Given the reactants [CH2:1]([Si:3]([C:8]#[CH:9])([CH2:6][CH3:7])[CH2:4][CH3:5])[CH3:2].C(N(CC)CC)C.Cl[C:18]1[C:23]([CH2:24][C:25]([O:27][CH3:28])=[O:26])=[CH:22][CH:21]=[CH:20][N:19]=1.C1(P(C2C=CC=CC=2)C2C=CC=CC=2)C=CC=CC=1, predict the reaction product. The product is: [CH2:8]([Si:3]([C:6]#[C:7][C:18]1[C:23]([CH2:24][C:25]([O:27][CH3:28])=[O:26])=[CH:22][CH:21]=[CH:20][N:19]=1)([CH2:4][CH3:5])[CH2:1][CH3:2])[CH3:9]. (4) Given the reactants [Cl:1][C:2]1[CH:8]=[CH:7][C:5]([NH2:6])=[CH:4][C:3]=1[C:9]1[CH:14]=[CH:13][CH:12]=[CH:11][N:10]=1.[Cl:15][C:16]1[CH:24]=[C:23]([CH2:25][NH:26][CH2:27][C:28]([F:31])([F:30])[F:29])[CH:22]=[CH:21][C:17]=1[C:18](O)=[O:19], predict the reaction product. The product is: [Cl:15][C:16]1[CH:24]=[C:23]([CH2:25][NH:26][CH2:27][C:28]([F:29])([F:30])[F:31])[CH:22]=[CH:21][C:17]=1[C:18]([NH:6][C:5]1[CH:7]=[CH:8][C:2]([Cl:1])=[C:3]([C:9]2[CH:14]=[CH:13][CH:12]=[CH:11][N:10]=2)[CH:4]=1)=[O:19]. (5) Given the reactants C(=O)([O-])[O-].[K+].[K+].[Cl:7][C:8]1[N:16]=[C:15]([C:17]([F:20])([F:19])[F:18])[N:14]=[C:13]2[C:9]=1[N:10]=[CH:11][NH:12]2.[CH3:21][O:22][C:23]1[CH:28]=[CH:27][C:26]([CH2:29]Cl)=[CH:25][CH:24]=1, predict the reaction product. The product is: [Cl:7][C:8]1[N:16]=[C:15]([C:17]([F:19])([F:20])[F:18])[N:14]=[C:13]2[C:9]=1[N:10]=[CH:11][N:12]2[CH2:29][C:26]1[CH:27]=[CH:28][C:23]([O:22][CH3:21])=[CH:24][CH:25]=1.